This data is from Forward reaction prediction with 1.9M reactions from USPTO patents (1976-2016). The task is: Predict the product of the given reaction. (1) Given the reactants [CH:1]1([C:6]2[CH:11]=[C:10]([C:12]3[N:16]=[C:15]([C:17]4[CH:22]=[C:21]([CH3:23])[C:20]([OH:24])=[C:19]([CH2:25][CH3:26])[CH:18]=4)[O:14][N:13]=3)[CH:9]=[C:8]([O:27][CH3:28])[N:7]=2)[CH2:5][CH2:4][CH2:3][CH2:2]1.Br[CH2:30][CH2:31][CH2:32]O.C([O:38][C:39](=[O:42])[CH2:40][NH2:41])(C)(C)C, predict the reaction product. The product is: [CH:1]1([C:6]2[CH:11]=[C:10]([C:12]3[N:16]=[C:15]([C:17]4[CH:22]=[C:21]([CH3:23])[C:20]([O:24][CH2:30][CH2:31][CH2:32][NH:41][CH2:40][C:39]([OH:38])=[O:42])=[C:19]([CH2:25][CH3:26])[CH:18]=4)[O:14][N:13]=3)[CH:9]=[C:8]([O:27][CH3:28])[N:7]=2)[CH2:2][CH2:3][CH2:4][CH2:5]1. (2) Given the reactants [CH2:1]([O:3][C:4]1[C:12]2[O:11][C:10]([CH3:14])([CH3:13])[CH2:9][C:8]=2[CH:7]=[CH:6][CH:5]=1)[CH3:2].[Br:15]Br.S([O-])([O-])(=O)=S.[Na+].[Na+], predict the reaction product. The product is: [Br:15][C:6]1[CH:5]=[C:4]([O:3][CH2:1][CH3:2])[C:12]2[O:11][C:10]([CH3:13])([CH3:14])[CH2:9][C:8]=2[CH:7]=1. (3) Given the reactants [CH2:1]([O:5][C:6]1[N:14]=[C:13]2[C:9]([N:10]=[C:11]([O:23]C)[N:12]2[CH2:15][CH2:16][CH:17]2[CH2:22][CH2:21][CH2:20][CH2:19][O:18]2)=[C:8]([NH2:25])[N:7]=1)[CH2:2][CH2:3][CH3:4].Cl, predict the reaction product. The product is: [NH2:25][C:8]1[N:7]=[C:6]([O:5][CH2:1][CH2:2][CH2:3][CH3:4])[N:14]=[C:13]2[C:9]=1[NH:10][C:11](=[O:23])[N:12]2[CH2:15][CH2:16][CH:17]1[CH2:22][CH2:21][CH2:20][CH2:19][O:18]1.